Dataset: Forward reaction prediction with 1.9M reactions from USPTO patents (1976-2016). Task: Predict the product of the given reaction. (1) Given the reactants [CH3:1][O:2][C:3]1[CH:25]=[CH:24][C:6]([CH2:7][N:8]2[CH2:17][CH2:16][C:15]3[C:10](=[CH:11][CH:12]=[C:13]([C:18]4([C:21]#N)[CH2:20][CH2:19]4)[CH:14]=3)[C:9]2=[O:23])=[CH:5][CH:4]=1.CC(C[AlH]CC(C)C)C.C1C[O:38]CC1, predict the reaction product. The product is: [CH3:1][O:2][C:3]1[CH:25]=[CH:24][C:6]([CH2:7][N:8]2[CH2:17][CH2:16][C:15]3[C:10](=[CH:11][CH:12]=[C:13]([C:18]4([CH:21]=[O:38])[CH2:20][CH2:19]4)[CH:14]=3)[C:9]2=[O:23])=[CH:5][CH:4]=1. (2) Given the reactants [F:1][C:2]1[CH:7]=[CH:6][C:5]([CH2:8]C(Cl)=O)=[CH:4][CH:3]=1.[CH3:12][C:13]1[O:17][C:16]([CH2:18][CH2:19][NH2:20])=[CH:15][CH:14]=1.CCN(CC)CC.C1C[O:31]CC1, predict the reaction product. The product is: [F:1][C:2]1[CH:3]=[CH:4][C:5]([C:8]([NH:20][CH2:19][CH2:18][C:16]2[O:17][C:13]([CH3:12])=[CH:14][CH:15]=2)=[O:31])=[CH:6][CH:7]=1. (3) Given the reactants [C:1]([C:3]1([C:16]2[CH:21]=[CH:20][C:19]([Cl:22])=[C:18]([Cl:23])[CH:17]=2)[CH2:8][CH2:7][N:6]([C:9]([O:11][C:12]([CH3:15])([CH3:14])[CH3:13])=[O:10])[CH2:5][CH2:4]1)#N.Cl.[OH-:25].[Na+].CC(OC(OC(OC(C)(C)C)=O)=O)(C)C.[OH2:42], predict the reaction product. The product is: [C:12]([O:11][C:9]([N:6]1[CH2:7][CH2:8][C:3]([C:16]2[CH:21]=[CH:20][C:19]([Cl:22])=[C:18]([Cl:23])[CH:17]=2)([C:1]([OH:42])=[O:25])[CH2:4][CH2:5]1)=[O:10])([CH3:14])([CH3:15])[CH3:13]. (4) Given the reactants [F:1][C:2]1[CH:7]=[CH:6][CH:5]=[CH:4][C:3]=1[C:8]1[NH:12][CH:11]=[C:10]([CH2:13][NH:14][CH3:15])[CH:9]=1.[C:24](O[C:24]([O:26][C:27]([CH3:30])([CH3:29])[CH3:28])=[O:25])([O:26][C:27]([CH3:30])([CH3:29])[CH3:28])=[O:25].C(N(CC)CC)C.[Cl-].[NH4+], predict the reaction product. The product is: [F:1][C:2]1[CH:7]=[CH:6][CH:5]=[CH:4][C:3]=1[C:8]1[NH:12][CH:11]=[C:10]([CH2:13][N:14]([CH3:15])[C:24](=[O:25])[O:26][C:27]([CH3:28])([CH3:29])[CH3:30])[CH:9]=1. (5) Given the reactants [Cl:1][C:2]1[CH:7]=[CH:6][C:5]([C:8]2[N:12]([CH:13]([CH:23]3[CH2:28][CH2:27][CH2:26][CH2:25][CH2:24]3)[CH2:14][O:15]CC3CCCCC3)[C:11]3[CH:29]=[C:30]([F:34])[C:31]([F:33])=[CH:32][C:10]=3[N:9]=2)=[CH:4][CH:3]=1.[F:35][C:36]1[CH:37]=[C:38]([CH:41]=[C:42]([F:44])[CH:43]=1)[C:39]#[N:40].C1(P(C2C=CC=CC=2)C2C=CC=CC=2)C=CC=CC=1.N(C(OC(C)(C)C)=O)=NC(OC(C)(C)C)=O, predict the reaction product. The product is: [Cl:1][C:2]1[CH:3]=[CH:4][C:5]([C:8]2[N:12]([CH:13]([CH:23]3[CH2:24][CH2:25][CH2:26][CH2:27][CH2:28]3)[CH2:14][O:15][C:43]3[C:36]([F:35])=[CH:37][C:38]([C:39]#[N:40])=[CH:41][C:42]=3[F:44])[C:11]3[CH:29]=[C:30]([F:34])[C:31]([F:33])=[CH:32][C:10]=3[N:9]=2)=[CH:6][CH:7]=1. (6) Given the reactants [CH3:1][N:2]1[CH2:6][CH2:5][CH2:4][CH:3]1[CH2:7][CH2:8][NH2:9].S=[C:11]1[CH2:15][S:14][C:13](=[O:16])[NH:12]1.[CH:17]([C:19]1[CH:37]=[CH:36][C:22]([O:23][C:24]2[CH:31]=[CH:30][C:27]([C:28]#[N:29])=[CH:26][C:25]=2[C:32]([F:35])([F:34])[F:33])=[C:21]([O:38][CH3:39])[CH:20]=1)=O.CC(C)([O-])C.[K+].[Cl-].[NH4+], predict the reaction product. The product is: [CH3:39][O:38][C:21]1[CH:20]=[C:19](/[CH:17]=[C:15]2/[C:11]([NH:9][CH2:8][CH2:7][CH:3]3[CH2:4][CH2:5][CH2:6][N:2]3[CH3:1])=[N:12][C:13](=[O:16])[S:14]/2)[CH:37]=[CH:36][C:22]=1[O:23][C:24]1[CH:31]=[CH:30][C:27]([C:28]#[N:29])=[CH:26][C:25]=1[C:32]([F:33])([F:35])[F:34].